Dataset: Forward reaction prediction with 1.9M reactions from USPTO patents (1976-2016). Task: Predict the product of the given reaction. (1) The product is: [C:1]([N:4]1[C:12]2[C:7](=[C:8]([CH3:14])[C:9]([Br:15])=[C:10]([CH3:13])[CH:11]=2)[CH2:6][CH2:5]1)(=[O:3])[CH3:2]. Given the reactants [C:1]([N:4]1[C:12]2[C:7](=[C:8]([CH3:14])[CH:9]=[C:10]([CH3:13])[CH:11]=2)[CH2:6][CH2:5]1)(=[O:3])[CH3:2].[Br:15]Br, predict the reaction product. (2) Given the reactants [F-].[K+:2].C1COS(=O)(=O)CC1.[C:11]([O:24][CH2:25][CH2:26][CH2:27][CH2:28][S:29]([OH:32])(=[O:31])=[O:30])([C:14]([C:17]([C:20]([F:23])([F:22])[F:21])([F:19])[F:18])([F:16])[F:15])([F:13])[F:12].[NH4+], predict the reaction product. The product is: [C:11]([O:24][CH2:25][CH2:26][CH2:27][CH2:28][S:29]([O:32][K:2])(=[O:31])=[O:30])([C:14]([C:17]([C:20]([F:23])([F:21])[F:22])([F:19])[F:18])([F:16])[F:15])([F:13])[F:12]. (3) The product is: [CH:1]([O:4][C:5]([N:7]1[CH2:8][CH2:9][CH:10]([O:13][C:14]2[C:19]([O:20][CH3:21])=[C:18]([N:22]([C:23]3[C:24]([CH3:30])=[N:25][C:26]([Br:29])=[CH:27][CH:28]=3)[C:36]([O:35][C:32]([CH3:34])([CH3:33])[CH3:31])=[O:37])[N:17]=[CH:16][N:15]=2)[CH2:11][CH2:12]1)=[O:6])([CH3:3])[CH3:2]. Given the reactants [CH:1]([O:4][C:5]([N:7]1[CH2:12][CH2:11][CH:10]([O:13][C:14]2[C:19]([O:20][CH3:21])=[C:18]([NH:22][C:23]3[C:24]([CH3:30])=[N:25][C:26]([Br:29])=[CH:27][CH:28]=3)[N:17]=[CH:16][N:15]=2)[CH2:9][CH2:8]1)=[O:6])([CH3:3])[CH3:2].[CH3:31][C:32]([O:35][C:36](O[C:36]([O:35][C:32]([CH3:34])([CH3:33])[CH3:31])=[O:37])=[O:37])([CH3:34])[CH3:33], predict the reaction product. (4) The product is: [Cl:1][C:2]1[CH:7]=[CH:6][CH:5]=[CH:4][C:3]=1[C:8]1[CH:13]=[CH:12][C:11]([C:14]([NH2:44])=[O:16])=[C:10]([CH2:17][N:18]2[C:22](=[O:23])[N:21]([CH2:24][CH:25]([OH:30])[C:26]([F:28])([F:29])[F:27])[C:20]([C:31]3[CH:32]=[CH:33][C:34]([Cl:37])=[CH:35][CH:36]=3)=[N:19]2)[CH:9]=1. Given the reactants [Cl:1][C:2]1[CH:7]=[CH:6][CH:5]=[CH:4][C:3]=1[C:8]1[CH:13]=[CH:12][C:11]([C:14]([OH:16])=O)=[C:10]([CH2:17][N:18]2[C:22](=[O:23])[N:21]([CH2:24][CH:25]([OH:30])[C:26]([F:29])([F:28])[F:27])[C:20]([C:31]3[CH:36]=[CH:35][C:34]([Cl:37])=[CH:33][CH:32]=3)=[N:19]2)[CH:9]=1.C1C=CC2N(O)N=[N:44]C=2C=1.C(Cl)CCl.N, predict the reaction product. (5) Given the reactants [C:1]([CH:3]([CH:7]1[C:11]([Cl:12])=[C:10](Cl)C(=O)O1)[C:4]([NH2:6])=[O:5])#[N:2].[F:15][C:16]1[CH:21]=[C:20]([F:22])[CH:19]=[CH:18][C:17]=1[C@H:23]([NH2:25])[CH3:24].C(=O)([O-])[O-].[K+].[K+], predict the reaction product. The product is: [ClH:12].[Cl:12][C:11]1[CH:7]=[C:3]([C:4]([NH2:6])=[O:5])[C:1](=[NH:2])[N:25]([C@@H:23]([C:17]2[CH:18]=[CH:19][C:20]([F:22])=[CH:21][C:16]=2[F:15])[CH3:24])[CH:10]=1.